From a dataset of CYP1A2 inhibition data for predicting drug metabolism from PubChem BioAssay. Regression/Classification. Given a drug SMILES string, predict its absorption, distribution, metabolism, or excretion properties. Task type varies by dataset: regression for continuous measurements (e.g., permeability, clearance, half-life) or binary classification for categorical outcomes (e.g., BBB penetration, CYP inhibition). Dataset: cyp1a2_veith. (1) The molecule is COC(=O)Cn1nc(-c2ccccc2)n(-c2ccccc2)c1=S. The result is 1 (inhibitor). (2) The compound is Clc1ccc(C2=CCC[C@H]3CC[C@@H]2N3)cn1. The result is 1 (inhibitor). (3) The molecule is CCOc1cc(/C=C2\C(=O)N(Cc3ccc(C)cc3)C(C)=C2C(=O)OC)ccc1O. The result is 1 (inhibitor). (4) The result is 1 (inhibitor). The molecule is COCCCn1c(=S)[nH]c2ncccc2c1=O. (5) The molecule is CCOc1ccc(-c2nnc3n2N=C(c2ccc(OC)cc2)CS3)cc1. The result is 1 (inhibitor).